Dataset: Peptide-MHC class I binding affinity with 185,985 pairs from IEDB/IMGT. Task: Regression. Given a peptide amino acid sequence and an MHC pseudo amino acid sequence, predict their binding affinity value. This is MHC class I binding data. (1) The peptide sequence is AARISSCLK. The MHC is HLA-A80:01 with pseudo-sequence HLA-A80:01. The binding affinity (normalized) is 0.0847. (2) The peptide sequence is GYCMIRWLG. The MHC is HLA-A11:01 with pseudo-sequence HLA-A11:01. The binding affinity (normalized) is 0. (3) The peptide sequence is AIFQSSMTR. The MHC is HLA-A33:01 with pseudo-sequence HLA-A33:01. The binding affinity (normalized) is 0.187. (4) The peptide sequence is NSEYIESKAK. The MHC is HLA-A33:01 with pseudo-sequence HLA-A33:01. The binding affinity (normalized) is 0.0453. (5) The peptide sequence is RTSKAPLER. The MHC is HLA-A02:03 with pseudo-sequence HLA-A02:03. The binding affinity (normalized) is 0. (6) The peptide sequence is FIRYGDASL. The MHC is HLA-B15:17 with pseudo-sequence HLA-B15:17. The binding affinity (normalized) is 0.686. (7) The peptide sequence is QRRQRKRRWRR. The MHC is HLA-B27:05 with pseudo-sequence HLA-B27:05. The binding affinity (normalized) is 0.338.